From a dataset of Full USPTO retrosynthesis dataset with 1.9M reactions from patents (1976-2016). Predict the reactants needed to synthesize the given product. (1) Given the product [N:1]1[C:10]2[C:5](=[N:6][CH:7]=[CH:8][CH:9]=2)[CH:4]=[CH:3][C:2]=1[CH2:11][O:12][C:14]1[CH:15]=[CH:16][C:17]([C:20](=[O:28])[CH2:21][C:22]2[CH:27]=[CH:26][N:25]=[CH:24][CH:23]=2)=[CH:18][CH:19]=1, predict the reactants needed to synthesize it. The reactants are: [N:1]1[C:10]2[C:5](=[N:6][CH:7]=[CH:8][CH:9]=2)[CH:4]=[CH:3][C:2]=1[CH2:11][OH:12].O[C:14]1[CH:19]=[CH:18][C:17]([C:20](=[O:28])[CH2:21][C:22]2[CH:27]=[CH:26][N:25]=[CH:24][CH:23]=2)=[CH:16][CH:15]=1.C1(P(C2C=CC=CC=2)C2C=CC=CC=2)C=CC=CC=1.N(C(OC(C)(C)C)=O)=NC(OC(C)(C)C)=O. (2) Given the product [O:18]=[C:17]1[NH:1][C:2]2[CH:7]=[CH:6][C:5]([CH:8]([CH3:14])[C:9]([O:11][CH2:12][CH3:13])=[O:10])=[CH:4][C:3]=2[O:15]1, predict the reactants needed to synthesize it. The reactants are: [NH2:1][C:2]1[CH:7]=[CH:6][C:5]([CH:8]([CH3:14])[C:9]([O:11][CH2:12][CH3:13])=[O:10])=[CH:4][C:3]=1[OH:15].N[C:17](N)=[O:18].O.Cl.